This data is from Full USPTO retrosynthesis dataset with 1.9M reactions from patents (1976-2016). The task is: Predict the reactants needed to synthesize the given product. (1) Given the product [Si:1]([O:8][CH2:9][C@H:10]1[CH2:19][C:18]2[C:13](=[CH:14][CH:15]=[CH:16][C:17]=2[CH:20]([OH:34])[CH3:21])[C@H:12]([CH3:22])[N:11]1[C:23](=[O:33])[CH2:24][C:25]1[C:30]([Cl:31])=[CH:29][CH:28]=[CH:27][C:26]=1[Cl:32])([C:4]([CH3:5])([CH3:6])[CH3:7])([CH3:3])[CH3:2], predict the reactants needed to synthesize it. The reactants are: [Si:1]([O:8][CH2:9][C@H:10]1[CH2:19][C:18]2[C:13](=[CH:14][CH:15]=[CH:16][C:17]=2[CH:20]=[CH2:21])[C@H:12]([CH3:22])[N:11]1[C:23](=[O:33])[CH2:24][C:25]1[C:30]([Cl:31])=[CH:29][CH:28]=[CH:27][C:26]=1[Cl:32])([C:4]([CH3:7])([CH3:6])[CH3:5])([CH3:3])[CH3:2].[OH-:34].[Na+].OO. (2) Given the product [F:28][C@@:23]1([CH3:27])[CH:22]([O:29][CH3:30])[O:21][C@H:20]([CH2:19][OH:18])[C:24]1([CH3:26])[OH:25], predict the reactants needed to synthesize it. The reactants are: [Si]([O:18][CH2:19][C@@H:20]1[C:24]([CH3:26])([OH:25])[C@:23]([F:28])([CH3:27])[CH:22]([O:29][CH3:30])[O:21]1)(C(C)(C)C)(C1C=CC=CC=1)C1C=CC=CC=1.[F-].C([N+](CCCC)(CCCC)CCCC)CCC.C(=O)(O)[O-].[Na+].